This data is from Forward reaction prediction with 1.9M reactions from USPTO patents (1976-2016). The task is: Predict the product of the given reaction. (1) Given the reactants C(N(CC)CC)C.ClC(OCC)=O.[Cl:14][C@H:15]1[C@H:19]([CH2:20]/[CH:21]=[CH:22]\[CH2:23][CH2:24][CH2:25][C:26]([OH:28])=[O:27])[C@@H:18]([CH2:29][O:30][C:31]2[CH:36]=[C:35]([Cl:37])[CH:34]=[C:33]([Cl:38])[CH:32]=2)[C@H:17]([OH:39])[CH2:16]1.O[CH2:41][CH2:42][N:43]1[CH2:48][CH2:47][O:46][CH2:45][CH2:44]1, predict the reaction product. The product is: [N:43]1([CH2:42][CH2:41][O:27][C:26](=[O:28])[CH2:25][CH2:24][CH2:23]/[CH:22]=[CH:21]\[CH2:20][C@H:19]2[C@H:15]([Cl:14])[CH2:16][C@@H:17]([OH:39])[C@@H:18]2[CH2:29][O:30][C:31]2[CH:32]=[C:33]([Cl:38])[CH:34]=[C:35]([Cl:37])[CH:36]=2)[CH2:48][CH2:47][O:46][CH2:45][CH2:44]1. (2) Given the reactants [S:1]1[CH:5]=[CH:4][CH:3]=[C:2]1[CH:6]=[O:7].[I-].[CH3:9][S+](C)C.[OH-].[K+].O.[C:16](#[N:18])C, predict the reaction product. The product is: [CH3:9][NH:18][CH2:16][CH:6]([C:2]1[S:1][CH:5]=[CH:4][CH:3]=1)[OH:7]. (3) Given the reactants Cl.C[O:3][C:4]1([C:26]2[CH:31]=[CH:30][CH:29]=[CH:28][C:27]=2[CH3:32])[CH2:9][CH2:8][C:7]2[C:10]([C:19]([N:21]3[CH2:25][CH2:24][CH2:23][CH2:22]3)=[O:20])=[CH:11][C:12]3[N:13]([CH3:18])[C:14]([CH3:17])=[N:15][C:16]=3[C:6]=2[O:5]1.[OH-].[Na+], predict the reaction product. The product is: [OH:5][C:6]1[C:16]2[N:15]=[C:14]([CH3:17])[N:13]([CH3:18])[C:12]=2[CH:11]=[C:10]([C:19]([N:21]2[CH2:25][CH2:24][CH2:23][CH2:22]2)=[O:20])[C:7]=1[CH2:8][CH2:9][C:4]([C:26]1[CH:31]=[CH:30][CH:29]=[CH:28][C:27]=1[CH3:32])=[O:3].